This data is from Forward reaction prediction with 1.9M reactions from USPTO patents (1976-2016). The task is: Predict the product of the given reaction. Given the reactants C[O:2][C:3](=[O:37])[CH2:4][O:5][C:6]1[CH:15]=[CH:14][C:13]([F:16])=[C:12]2[C:7]=1[C:8]([O:33][CH:34]([F:36])[F:35])=[C:9]([CH2:19][C:20]1[CH:25]=[CH:24][C:23]([C:26]([N:28]3[CH2:32][CH2:31][CH2:30][CH2:29]3)=[O:27])=[CH:22][CH:21]=1)[C:10]([CH2:17][CH3:18])=[N:11]2.[OH-].[Li+], predict the reaction product. The product is: [F:36][CH:34]([F:35])[O:33][C:8]1[C:7]2[C:12](=[C:13]([F:16])[CH:14]=[CH:15][C:6]=2[O:5][CH2:4][C:3]([OH:37])=[O:2])[N:11]=[C:10]([CH2:17][CH3:18])[C:9]=1[CH2:19][C:20]1[CH:25]=[CH:24][C:23]([C:26]([N:28]2[CH2:29][CH2:30][CH2:31][CH2:32]2)=[O:27])=[CH:22][CH:21]=1.